From a dataset of Full USPTO retrosynthesis dataset with 1.9M reactions from patents (1976-2016). Predict the reactants needed to synthesize the given product. (1) The reactants are: O=[C:2]1[CH2:7][CH2:6][CH2:5][CH2:4][CH:3]1[C:8](OC)=[O:9].[NH2:12][C:13]1[CH:14]=[C:15]([CH:20]=[CH:21][C:22]=1[CH3:23])[C:16]([O:18][CH3:19])=[O:17].O1CCOCC1. Given the product [CH3:23][C:22]1[C:13]2[NH:12][C:2]3[CH2:7][CH2:6][CH2:5][CH2:4][C:3]=3[C:8](=[O:9])[C:14]=2[C:15]([C:16]([O:18][CH3:19])=[O:17])=[CH:20][CH:21]=1, predict the reactants needed to synthesize it. (2) Given the product [CH:1]1([C:4]2[C:5]([O:13][CH2:14][C:15]([F:18])([F:17])[F:16])=[N:6][CH:7]=[C:8]([CH:12]=2)[C:9]([NH:27][N:23]2[CH2:24][CH2:25][CH2:26][C@H:22]2[CH2:21][O:20][CH3:19])=[O:11])[CH2:2][CH2:3]1, predict the reactants needed to synthesize it. The reactants are: [CH:1]1([C:4]2[C:5]([O:13][CH2:14][C:15]([F:18])([F:17])[F:16])=[N:6][CH:7]=[C:8]([CH:12]=2)[C:9]([OH:11])=O)[CH2:3][CH2:2]1.[CH3:19][O:20][CH2:21][C@@H:22]1[CH2:26][CH2:25][CH2:24][N:23]1[NH2:27]. (3) Given the product [F:1][C:2]1[CH:9]=[C:8]([N:22]2[CH2:21][CH2:20][N:19]([C:12]([O:14][C:15]([CH3:18])([CH3:17])[CH3:16])=[O:13])[CH2:24][CH2:23]2)[CH:7]=[C:6]([OH:11])[C:3]=1[CH:4]=[O:5], predict the reactants needed to synthesize it. The reactants are: [F:1][C:2]1[CH:9]=[C:8](F)[CH:7]=[C:6]([OH:11])[C:3]=1[CH:4]=[O:5].[C:12]([N:19]1[CH2:24][CH2:23][NH:22][CH2:21][CH2:20]1)([O:14][C:15]([CH3:18])([CH3:17])[CH3:16])=[O:13].C(N(CC)C(C)C)(C)C.